From a dataset of Full USPTO retrosynthesis dataset with 1.9M reactions from patents (1976-2016). Predict the reactants needed to synthesize the given product. (1) The reactants are: [NH2:1][CH2:2][CH2:3][NH:4][C:5](=[O:26])[CH:6]([CH2:13][CH2:14][CH2:15][CH2:16][CH2:17][CH2:18][O:19]C1CCCCO1)[C:7]([NH:9][CH2:10][CH2:11][NH2:12])=[O:8].O.C1(C)C=CC(S(O)(=O)=O)=CC=1.[OH-].[NH4+]. Given the product [NH2:1][CH2:2][CH2:3][NH:4][C:5](=[O:26])[CH:6]([CH2:13][CH2:14][CH2:15][CH2:16][CH2:17][CH2:18][OH:19])[C:7]([NH:9][CH2:10][CH2:11][NH2:12])=[O:8], predict the reactants needed to synthesize it. (2) Given the product [F:1][C:2]1[CH:3]=[C:4]([C:13]2[N:18]=[C:17]([CH:19]3[CH2:20][C:21]([CH3:26])([CH3:27])[CH2:22][C:23]3([CH3:25])[CH3:24])[C:16]([C:28]([OH:30])=[O:29])=[CH:15][CH:14]=2)[CH:5]=[C:6]([O:8][CH2:9][CH:10]([CH3:12])[CH3:11])[CH:7]=1, predict the reactants needed to synthesize it. The reactants are: [F:1][C:2]1[CH:3]=[C:4]([C:13]2[N:18]=[C:17]([C:19]3[C:23]([CH3:25])([CH3:24])[CH2:22][C:21]([CH3:27])([CH3:26])[CH:20]=3)[C:16]([C:28]([OH:30])=[O:29])=[CH:15][CH:14]=2)[CH:5]=[C:6]([O:8][CH2:9][CH:10]([CH3:12])[CH3:11])[CH:7]=1.C([O-])=O.[NH4+]. (3) Given the product [NH2:1][C:2]1[N:3]=[CH:4][N:5]=[C:6]([NH:19][C@H:20]2[CH2:24][C@@H:23]([CH2:25][OH:26])[C@H:22]([OH:27])[C@@H:21]2[OH:28])[C:7]=1[N+:8]([O-:10])=[O:9], predict the reactants needed to synthesize it. The reactants are: [NH2:1][C:2]1[C:7]([N+:8]([O-:10])=[O:9])=[C:6](Cl)[N:5]=[CH:4][N:3]=1.C(N(CC)CC)C.[NH2:19][C@H:20]1[CH2:24][C@@H:23]([CH2:25][OH:26])[C@H:22]([OH:27])[C@@H:21]1[OH:28]. (4) Given the product [F:1][C:2]1[C:7]([C:8]2[CH:9]=[C:10]([C@:14]3([CH3:24])[CH2:19][CH2:18][S:17][C:16]([NH2:20])=[N:15]3)[CH:11]=[CH:12][CH:13]=2)=[CH:6][CH:5]=[CH:4][N:3]=1, predict the reactants needed to synthesize it. The reactants are: [F:1][C:2]1[C:7]([C:8]2[CH:9]=[C:10]([C@:14]3([CH3:24])[CH2:19][CH2:18][S:17][C:16]([NH:20]C(=O)C)=[N:15]3)[CH:11]=[CH:12][CH:13]=2)=[CH:6][CH:5]=[CH:4][N:3]=1.C([O-])([O-])=O.[K+].[K+].